From a dataset of Forward reaction prediction with 1.9M reactions from USPTO patents (1976-2016). Predict the product of the given reaction. (1) Given the reactants [Cl-].[Li+].[C:3]([N:10]1[CH2:13][CH:12](I)[CH2:11]1)([O:5][C:6]([CH3:9])([CH3:8])[CH3:7])=[O:4].Br[C:16]1[CH:23]=[CH:22][C:19]([C:20]#[N:21])=[CH:18][N:17]=1.C(Cl)Cl, predict the reaction product. The product is: [C:20]([C:19]1[CH:22]=[CH:23][C:16]([CH:12]2[CH2:13][N:10]([C:3]([O:5][C:6]([CH3:9])([CH3:8])[CH3:7])=[O:4])[CH2:11]2)=[N:17][CH:18]=1)#[N:21]. (2) Given the reactants [CH2:1]([C:7]1[C:8]2[S:17][CH:16]=[CH:15][C:9]=2[S:10][C:11]=1C(O)=O)[CH2:2][CH2:3][CH2:4][CH2:5][CH3:6].N1C2C(=CC=CC=2)C=CC=1.C(=O)=O, predict the reaction product. The product is: [CH2:1]([C:7]1[C:8]2[S:17][CH:16]=[CH:15][C:9]=2[S:10][CH:11]=1)[CH2:2][CH2:3][CH2:4][CH2:5][CH3:6].